Dataset: Catalyst prediction with 721,799 reactions and 888 catalyst types from USPTO. Task: Predict which catalyst facilitates the given reaction. (1) Reactant: C(OC([N:8]1[CH2:13][CH2:12][CH:11]([CH2:14][CH:15]([C:37](=[O:40])[NH:38][OH:39])[CH:16]([OH:36])[C:17]2[CH:22]=[CH:21][C:20]([O:23][CH2:24][C:25]3[C:34]4[C:29](=[CH:30][CH:31]=[CH:32][CH:33]=4)[N:28]=[C:27]([CH3:35])[CH:26]=3)=[CH:19][CH:18]=2)[CH2:10][CH2:9]1)=O)(C)(C)C.C(O)(C(F)(F)F)=O. Product: [OH:36][CH:16]([C:17]1[CH:18]=[CH:19][C:20]([O:23][CH2:24][C:25]2[C:34]3[C:29](=[CH:30][CH:31]=[CH:32][CH:33]=3)[N:28]=[C:27]([CH3:35])[CH:26]=2)=[CH:21][CH:22]=1)[CH:15]([CH2:14][CH:11]1[CH2:12][CH2:13][NH:8][CH2:9][CH2:10]1)[C:37]([NH:38][OH:39])=[O:40]. The catalyst class is: 2. (2) Reactant: [CH:1]([C:3]1[CH:4]=[CH:5][CH:6]=[C:7]2[C:11]=1[NH:10][CH:9]=[CH:8]2)=[CH2:2].[H-].[Na+].Br[CH2:15][CH2:16][CH2:17][CH:18]=[CH2:19].O. Product: [CH2:19]([N:10]1[C:11]2[C:7](=[CH:6][CH:5]=[CH:4][C:3]=2[CH:1]=[CH2:2])[CH:8]=[CH:9]1)[CH2:18][CH2:17][CH:16]=[CH2:15]. The catalyst class is: 42.